This data is from Peptide-MHC class I binding affinity with 185,985 pairs from IEDB/IMGT. The task is: Regression. Given a peptide amino acid sequence and an MHC pseudo amino acid sequence, predict their binding affinity value. This is MHC class I binding data. (1) The peptide sequence is ALDLSHFLK. The MHC is HLA-A01:01 with pseudo-sequence HLA-A01:01. The binding affinity (normalized) is 0.0722. (2) The peptide sequence is FGAAVSLLF. The MHC is HLA-B35:01 with pseudo-sequence HLA-B35:01. The binding affinity (normalized) is 0.898. (3) The binding affinity (normalized) is 1.00. The peptide sequence is YLYTEYFLFL. The MHC is HLA-A02:01 with pseudo-sequence HLA-A02:01. (4) The peptide sequence is SMLCWLGMT. The MHC is HLA-A02:03 with pseudo-sequence HLA-A02:03. The binding affinity (normalized) is 0.0847. (5) The binding affinity (normalized) is 0.0847. The MHC is HLA-A11:01 with pseudo-sequence HLA-A11:01. The peptide sequence is REWGWRIPF. (6) The peptide sequence is VPRPCQKSL. The binding affinity (normalized) is 0.0847. The MHC is HLA-A30:01 with pseudo-sequence HLA-A30:01. (7) The peptide sequence is FEVLAVEDT. The MHC is HLA-B40:01 with pseudo-sequence HLA-B40:01. The binding affinity (normalized) is 0.141.